Predict the product of the given reaction. From a dataset of Forward reaction prediction with 1.9M reactions from USPTO patents (1976-2016). Given the reactants [CH3:1][NH:2][S:3]([C:6]1[CH:32]=[CH:31][C:9]([CH2:10][NH:11][C:12]([C:14]2[C:15]3[CH:16]=[N:17][N:18]([C:24]4[CH:29]=[CH:28][C:27]([F:30])=[CH:26][CH:25]=4)[C:19]=3[CH:20]=[C:21](Br)[CH:22]=2)=[O:13])=[CH:8][CH:7]=1)(=[O:5])=[O:4].B1(B2OC(C)(C)C(C)(C)O2)OC(C)(C)C(C)(C)[O:34]1.C([O-])(=O)C.[K+].OO.O.[OH-].[Na+], predict the reaction product. The product is: [CH3:1][NH:2][S:3]([C:6]1[CH:32]=[CH:31][C:9]([CH2:10][NH:11][C:12]([C:14]2[C:15]3[CH:16]=[N:17][N:18]([C:24]4[CH:29]=[CH:28][C:27]([F:30])=[CH:26][CH:25]=4)[C:19]=3[CH:20]=[C:21]([OH:34])[CH:22]=2)=[O:13])=[CH:8][CH:7]=1)(=[O:5])=[O:4].